From a dataset of Catalyst prediction with 721,799 reactions and 888 catalyst types from USPTO. Predict which catalyst facilitates the given reaction. Reactant: C([O:8][CH2:9][C:10]1[S:11][CH:12]=[C:13]([C:15]2[CH:20]=[CH:19][C:18]([Cl:21])=[CH:17][CH:16]=2)[N:14]=1)C1C=CC=CC=1.B(Br)(Br)Br.C([O-])(O)=O.[Na+]. Product: [Cl:21][C:18]1[CH:17]=[CH:16][C:15]([C:13]2[N:14]=[C:10]([CH2:9][OH:8])[S:11][CH:12]=2)=[CH:20][CH:19]=1. The catalyst class is: 2.